Dataset: Forward reaction prediction with 1.9M reactions from USPTO patents (1976-2016). Task: Predict the product of the given reaction. (1) Given the reactants [F:1][C:2]([F:18])([F:17])[C:3]1[CH:4]=[CH:5][C:6]([C:9]2[CH:14]=[CH:13][C:12]([CH2:15]O)=[CH:11][CH:10]=2)=[N:7][CH:8]=1.S(Cl)([Cl:21])=O, predict the reaction product. The product is: [Cl:21][CH2:15][C:12]1[CH:13]=[CH:14][C:9]([C:6]2[CH:5]=[CH:4][C:3]([C:2]([F:18])([F:17])[F:1])=[CH:8][N:7]=2)=[CH:10][CH:11]=1. (2) Given the reactants [C:1]([O:5][C:6]([NH:8][CH2:9][C:10]1([C:13]([OH:15])=[O:14])[CH2:12][CH2:11]1)=[O:7])([CH3:4])([CH3:3])[CH3:2].I[CH2:17][CH3:18].[H-].[Na+], predict the reaction product. The product is: [C:1]([O:5][C:6]([N:8]([CH2:9][C:10]1([C:13]([OH:15])=[O:14])[CH2:11][CH2:12]1)[CH2:17][CH3:18])=[O:7])([CH3:4])([CH3:2])[CH3:3]. (3) Given the reactants [Cl:1][C:2]1[CH:3]=[C:4]([NH:21][C:22](=[O:27])[CH2:23][C:24](=O)[CH3:25])[CH:5]=[CH:6][C:7]=1[N:8]([CH2:15][CH2:16][CH2:17][CH2:18][CH2:19][CH3:20])[CH2:9][CH2:10][CH2:11][CH2:12][CH2:13][CH3:14].[NH3:28], predict the reaction product. The product is: [NH2:28]/[C:24](/[CH3:25])=[CH:23]\[C:22]([NH:21][C:4]1[CH:5]=[CH:6][C:7]([N:8]([CH2:15][CH2:16][CH2:17][CH2:18][CH2:19][CH3:20])[CH2:9][CH2:10][CH2:11][CH2:12][CH2:13][CH3:14])=[C:2]([Cl:1])[CH:3]=1)=[O:27]. (4) The product is: [O:94]=[C:93]1[CH2:95][CH2:96][C:97](=[O:98])[N:92]1[O:11][C:10](=[O:12])[CH2:9][CH2:8][C@H:7]([NH:13][C:14](=[O:77])[CH2:15][CH2:16][C@@H:17]([C:70]([O:72][C:73]([CH3:76])([CH3:75])[CH3:74])=[O:71])[NH:18][C:19](=[O:69])[CH2:20][CH2:21][C@@H:22]([C:62]([O:64][C:65]([CH3:68])([CH3:67])[CH3:66])=[O:63])[NH:23][C:24](=[O:61])[CH2:25][CH2:26][C@@H:27]([C:54]([O:56][C:57]([CH3:58])([CH3:59])[CH3:60])=[O:55])[NH:28][C:29](=[O:53])[CH2:30][CH2:31][CH2:32][CH2:33][CH2:34][CH2:35][CH2:36][CH2:37][CH2:38][CH2:39][CH2:40][CH2:41][CH2:42][CH2:43][CH2:44][CH2:45][C:46]([O:48][C:49]([CH3:50])([CH3:51])[CH3:52])=[O:47])[C:6]([O:5][C:1]([CH3:2])([CH3:3])[CH3:4])=[O:78]. Given the reactants [C:1]([O:5][C:6](=[O:78])[C@@H:7]([NH:13][C:14](=[O:77])[CH2:15][CH2:16][C@@H:17]([C:70]([O:72][C:73]([CH3:76])([CH3:75])[CH3:74])=[O:71])[NH:18][C:19](=[O:69])[CH2:20][CH2:21][C@@H:22]([C:62]([O:64][C:65]([CH3:68])([CH3:67])[CH3:66])=[O:63])[NH:23][C:24](=[O:61])[CH2:25][CH2:26][C@@H:27]([C:54]([O:56][C:57]([CH3:60])([CH3:59])[CH3:58])=[O:55])[NH:28][C:29](=[O:53])[CH2:30][CH2:31][CH2:32][CH2:33][CH2:34][CH2:35][CH2:36][CH2:37][CH2:38][CH2:39][CH2:40][CH2:41][CH2:42][CH2:43][CH2:44][CH2:45][C:46]([O:48][C:49]([CH3:52])([CH3:51])[CH3:50])=[O:47])[CH2:8][CH2:9][C:10]([OH:12])=[O:11])([CH3:4])([CH3:3])[CH3:2].[B-](F)(F)(F)F.CN(C(O[N:92]1[C:97](=[O:98])[CH2:96][CH2:95][C:93]1=[O:94])=[N+](C)C)C, predict the reaction product. (5) The product is: [CH3:1][O:2][C:3](=[O:26])[CH2:4][C:5]1[CH:10]=[CH:9][CH:8]=[C:7]([O:11][C:12]2[CH:17]=[CH:16][C:15]([C:29]3[CH:28]=[N:27][CH:32]=[CH:31][CH:30]=3)=[CH:14][C:13]=2[CH2:19][N:20]2[CH2:24][CH2:23][O:22][C:21]2=[O:25])[CH:6]=1. Given the reactants [CH3:1][O:2][C:3](=[O:26])[CH2:4][C:5]1[CH:10]=[CH:9][CH:8]=[C:7]([O:11][C:12]2[CH:17]=[CH:16][C:15](Br)=[CH:14][C:13]=2[CH2:19][N:20]2[CH2:24][CH2:23][O:22][C:21]2=[O:25])[CH:6]=1.[N:27]1[CH:32]=[CH:31][CH:30]=[C:29](B(O)O)[CH:28]=1, predict the reaction product. (6) Given the reactants [Cl:1][C:2]1[CH:3]=[C:4]([C:10]2[N:11]=[C:12]3[C:17](=[CH:18][CH:19]=2)[N:16]=[CH:15][C:14]([C:20]([CH:22]2[CH2:24][CH2:23]2)=[O:21])=[C:13]3[NH:25][C:26]2[CH:27]=[CH:28][C:29]([N:32]3[CH2:37][CH2:36][CH2:35][C@H:34]([NH:38]C(=O)OC(C)(C)C)[CH2:33]3)=[N:30][CH:31]=2)[CH:5]=[C:6]([F:9])[C:7]=1[OH:8].C(O)(C(F)(F)F)=O, predict the reaction product. The product is: [NH2:38][C@H:34]1[CH2:35][CH2:36][CH2:37][N:32]([C:29]2[N:30]=[CH:31][C:26]([NH:25][C:13]3[C:12]4[C:17](=[CH:18][CH:19]=[C:10]([C:4]5[CH:5]=[C:6]([F:9])[C:7]([OH:8])=[C:2]([Cl:1])[CH:3]=5)[N:11]=4)[N:16]=[CH:15][C:14]=3[C:20]([CH:22]3[CH2:24][CH2:23]3)=[O:21])=[CH:27][CH:28]=2)[CH2:33]1. (7) Given the reactants [F:1][C:2]1[CH:23]=[CH:22][C:5]([CH:6]=[C:7]2[C:16](=O)[C:15]3[C:10](=[CH:11][C:12]([C:18]([O:20]C)=[O:19])=[CH:13][CH:14]=3)[O:9][CH2:8]2)=[CH:4][CH:3]=1.Cl.[NH:25]([C:27]1[CH:34]=[CH:33][C:30]([C:31]#[N:32])=[CH:29][CH:28]=1)[NH2:26], predict the reaction product. The product is: [C:31]([C:30]1[CH:33]=[CH:34][C:27]([N:25]2[CH:6]([C:5]3[CH:4]=[CH:3][C:2]([F:1])=[CH:23][CH:22]=3)[CH:7]3[CH2:8][O:9][C:10]4[CH:11]=[C:12]([C:18]([OH:20])=[O:19])[CH:13]=[CH:14][C:15]=4[C:16]3=[N:26]2)=[CH:28][CH:29]=1)#[N:32].